From a dataset of Catalyst prediction with 721,799 reactions and 888 catalyst types from USPTO. Predict which catalyst facilitates the given reaction. Reactant: [CH2:1]([O:8][CH:9]1[CH:14]([O:15][CH2:16][C:17]2[CH:22]=[CH:21][CH:20]=[CH:19][CH:18]=2)[CH:13]([CH2:23][O:24][CH2:25][C:26]2[CH:31]=[CH:30][CH:29]=[CH:28][CH:27]=2)[O:12][CH:11]([OH:32])[CH:10]1[O:33][C:34](=[O:36])[CH3:35])[C:2]1[CH:7]=[CH:6][CH:5]=[CH:4][CH:3]=1.[H-].[Na+].[CH:39]1[CH:44]=[CH:43][C:42]([CH2:45]Br)=[CH:41][CH:40]=1.CO. Product: [CH2:45]([O:32][CH:11]1[CH:10]([O:33][C:34](=[O:36])[CH3:35])[CH:9]([O:8][CH2:1][C:2]2[CH:7]=[CH:6][CH:5]=[CH:4][CH:3]=2)[CH:14]([O:15][CH2:16][C:17]2[CH:22]=[CH:21][CH:20]=[CH:19][CH:18]=2)[CH:13]([CH2:23][O:24][CH2:25][C:26]2[CH:31]=[CH:30][CH:29]=[CH:28][CH:27]=2)[O:12]1)[C:42]1[CH:43]=[CH:44][CH:39]=[CH:40][CH:41]=1. The catalyst class is: 3.